Dataset: Full USPTO retrosynthesis dataset with 1.9M reactions from patents (1976-2016). Task: Predict the reactants needed to synthesize the given product. (1) Given the product [CH3:32][S:29]([N:26]1[CH2:25][CH2:24][N:23]([C@@H:18]([CH2:17][NH:16][C:14](=[O:15])[C:13]2[CH:33]=[CH:34][C:10]([O:9][CH3:1])=[CH:11][CH:12]=2)[C:19]([O:21][CH3:22])=[O:20])[CH2:28][CH2:27]1)(=[O:31])=[O:30], predict the reactants needed to synthesize it. The reactants are: [C:1](=O)([O-])[O-].[K+].[K+].CI.[OH:9][C:10]1[CH:34]=[CH:33][C:13]([C:14]([NH:16][CH2:17][C@H:18]([N:23]2[CH2:28][CH2:27][N:26]([S:29]([CH3:32])(=[O:31])=[O:30])[CH2:25][CH2:24]2)[C:19]([O:21][CH3:22])=[O:20])=[O:15])=[CH:12][CH:11]=1. (2) The reactants are: Cl[C:2]1[N:7]=[C:6]([NH:8][C@H:9]([C:11]2[CH:16]=[CH:15][C:14]([F:17])=[CH:13][CH:12]=2)[CH3:10])[CH:5]=[C:4]([C:18]2[CH:19]=[N:20][N:21]([CH2:23][O:24][CH2:25][CH2:26][Si:27]([CH3:30])([CH3:29])[CH3:28])[CH:22]=2)[CH:3]=1.[NH2:31][C:32]1[CH:37]=[N:36][CH:35]=[CH:34][N:33]=1.C1(P(C2CCCCC2)C2C=CC=CC=2C2C(C(C)C)=CC(C(C)C)=CC=2C(C)C)CCCCC1.CC(C)([O-])C.[Na+]. Given the product [F:17][C:14]1[CH:15]=[CH:16][C:11]([C@@H:9]([NH:8][C:6]2[CH:5]=[C:4]([C:18]3[CH:19]=[N:20][N:21]([CH2:23][O:24][CH2:25][CH2:26][Si:27]([CH3:30])([CH3:29])[CH3:28])[CH:22]=3)[CH:3]=[C:2]([NH:31][C:32]3[CH:37]=[N:36][CH:35]=[CH:34][N:33]=3)[N:7]=2)[CH3:10])=[CH:12][CH:13]=1, predict the reactants needed to synthesize it. (3) Given the product [CH3:13][C:4]12[CH2:3][C:2]3([NH2:1])[CH2:9][CH:8]([CH2:7][C:6]([CH3:12])([CH2:11]3)[CH2:5]1)[CH2:10]2.[ClH:14], predict the reactants needed to synthesize it. The reactants are: [NH2:1][C:2]12[CH2:11][C:6]3([CH3:12])[CH2:7][CH:8]([CH2:10][C:4]([CH3:13])([CH2:5]3)[CH2:3]1)[CH2:9]2.[ClH:14]. (4) Given the product [CH3:1][O:2][C:3]1[CH:4]=[CH:5][C:6]([CH2:7][S:8][C:9]2[C:14]([Br:15])=[CH:13][N:12]=[C:11]([NH:16][C:17]([NH2:19])=[S:18])[CH:10]=2)=[CH:28][CH:29]=1, predict the reactants needed to synthesize it. The reactants are: [CH3:1][O:2][C:3]1[CH:29]=[CH:28][C:6]([CH2:7][S:8][C:9]2[C:14]([Br:15])=[CH:13][N:12]=[C:11]([NH:16][C:17]([NH:19]C(=O)C3C=CC=CC=3)=[S:18])[CH:10]=2)=[CH:5][CH:4]=1.[OH-].[Na+]. (5) Given the product [F:13][C:14]1[CH:15]=[C:16]([NH:17][C:2]2[N:7]=[C:6]([NH:8][CH2:9][CH2:10][CH3:11])[C:5]([I:12])=[CH:4][N:3]=2)[CH:18]=[CH:19][CH:20]=1, predict the reactants needed to synthesize it. The reactants are: Cl[C:2]1[N:7]=[C:6]([NH:8][CH2:9][CH2:10][CH3:11])[C:5]([I:12])=[CH:4][N:3]=1.[F:13][C:14]1[CH:15]=[C:16]([CH:18]=[CH:19][CH:20]=1)[NH2:17].[C@]12(CS(O)(=O)=O)C(C)(C)C(CC1)CC2=O.C(=O)([O-])O.[Na+]. (6) Given the product [CH3:28][C:27]1[CH:26]=[CH:25][CH:24]=[C:23]([CH3:29])[C:22]=1[C:13]1[N:14]=[C:15]([O:16][CH2:17][CH2:18][CH2:19][O:20][CH3:21])[C:10]2[CH2:9][NH:8][CH2:31][CH2:30][C:11]=2[N:12]=1, predict the reactants needed to synthesize it. The reactants are: C([N:8]1[CH2:31][CH2:30][C:11]2[N:12]=[C:13]([C:22]3[C:27]([CH3:28])=[CH:26][CH:25]=[CH:24][C:23]=3[CH3:29])[N:14]=[C:15]([O:16][CH2:17][CH2:18][CH2:19][O:20][CH3:21])[C:10]=2[CH2:9]1)C1C=CC=CC=1.C(O)(=O)C.[H][H].C(=O)(O)[O-].[Na+]. (7) Given the product [F:32][C:33]1[CH:38]=[CH:37][CH:36]=[CH:35][C:34]=1[NH:39][C:40]([N:4]1[CH2:5][CH2:6][CH2:7][N:1]([C:8]2[N:13]=[CH:12][C:11]([NH:14][C:15]([C:17]3[N:18]=[C:19]([C:26]4[CH:31]=[CH:30][CH:29]=[CH:28][CH:27]=4)[O:20][C:21]=3[C:22]([F:23])([F:25])[F:24])=[O:16])=[CH:10][CH:9]=2)[CH2:2][CH2:3]1)=[O:41], predict the reactants needed to synthesize it. The reactants are: [N:1]1([C:8]2[N:13]=[CH:12][C:11]([NH:14][C:15]([C:17]3[N:18]=[C:19]([C:26]4[CH:31]=[CH:30][CH:29]=[CH:28][CH:27]=4)[O:20][C:21]=3[C:22]([F:25])([F:24])[F:23])=[O:16])=[CH:10][CH:9]=2)[CH2:7][CH2:6][CH2:5][NH:4][CH2:3][CH2:2]1.[F:32][C:33]1[CH:38]=[CH:37][CH:36]=[CH:35][C:34]=1[N:39]=[C:40]=[O:41]. (8) Given the product [CH2:1]([O:5][C:6]([C:8]1[N:9]=[C:10]([C:30]#[N:31])[C:11]2[C:16]([C:17]=1[OH:18])=[CH:15][C:14]([O:19][C:20]1[C:25]([CH3:26])=[CH:24][CH:23]=[CH:22][C:21]=1[CH2:27][CH3:28])=[CH:13][CH:12]=2)=[O:7])[CH2:2][CH2:3][CH3:4], predict the reactants needed to synthesize it. The reactants are: [CH2:1]([O:5][C:6]([C:8]1[N:9]=[C:10](Br)[C:11]2[C:16]([C:17]=1[OH:18])=[CH:15][C:14]([O:19][C:20]1[C:25]([CH3:26])=[CH:24][CH:23]=[CH:22][C:21]=1[CH2:27][CH3:28])=[CH:13][CH:12]=2)=[O:7])[CH2:2][CH2:3][CH3:4].[C:30]([Cu])#[N:31].